From a dataset of Full USPTO retrosynthesis dataset with 1.9M reactions from patents (1976-2016). Predict the reactants needed to synthesize the given product. (1) Given the product [N:16]1[C:25]2[C:20](=[CH:21][CH:22]=[CH:23][CH:24]=2)[CH:19]=[CH:18][C:17]=1/[CH:26]=[CH:9]/[C:10]([O:12][CH3:13])=[O:11], predict the reactants needed to synthesize it. The reactants are: C(OP([CH2:9][C:10]([O:12][CH3:13])=[O:11])(OCC)=O)C.[H-].[Na+].[N:16]1[C:25]2[C:20](=[CH:21][CH:22]=[CH:23][CH:24]=2)[CH:19]=[CH:18][C:17]=1[CH:26]=O. (2) Given the product [C:33]([N:2]1[CH2:6][CH2:5][C@@H:4]([NH:7][C:8]([C:10]2[C:14]3[N:15]=[CH:16][N:17]=[C:18]([C:19]4[CH:24]=[C:23]([F:25])[C:22]([O:26][CH3:27])=[CH:21][C:20]=4[O:28][CH2:29][CH:30]4[CH2:31][CH2:32]4)[C:13]=3[NH:12][CH:11]=2)=[O:9])[CH2:3]1)(=[O:35])[CH3:34], predict the reactants needed to synthesize it. The reactants are: Cl.[NH:2]1[CH2:6][CH2:5][C@@H:4]([NH:7][C:8]([C:10]2[C:14]3[N:15]=[CH:16][N:17]=[C:18]([C:19]4[CH:24]=[C:23]([F:25])[C:22]([O:26][CH3:27])=[CH:21][C:20]=4[O:28][CH2:29][CH:30]4[CH2:32][CH2:31]4)[C:13]=3[NH:12][CH:11]=2)=[O:9])[CH2:3]1.[C:33](Cl)(=[O:35])[CH3:34]. (3) Given the product [CH2:1]([O:3][C:4](=[O:27])[CH2:5][C:6]1([CH2:9][CH2:10][CH:11]([CH2:12][OH:13])[CH2:15][CH2:16][C:17]2[CH:22]=[CH:21][C:20]([C:23]([O:25][CH3:26])=[O:24])=[CH:19][CH:18]=2)[CH2:8][CH2:7]1)[CH3:2], predict the reactants needed to synthesize it. The reactants are: [CH2:1]([O:3][C:4](=[O:27])[CH2:5][C:6]1([CH2:9][CH2:10][CH:11]([CH2:15][CH2:16][C:17]2[CH:22]=[CH:21][C:20]([C:23]([O:25][CH3:26])=[O:24])=[CH:19][CH:18]=2)[C:12](O)=[O:13])[CH2:8][CH2:7]1)[CH3:2].[Cl-].[NH4+]. (4) The reactants are: C([O-])=O.[NH4+].[N+:5]([C:8]1[CH:17]=[CH:16][C:15]2[NH:14][C:13](=[O:18])[C:12]3[NH:19][CH:20]=[CH:21][C:11]=3[C:10]=2[CH:9]=1)([O-])=O.[CH2:22]([C:24]([O-:26])=[O:25])[CH3:23].[ClH:27]. Given the product [NH2:5][C:8]1[CH:17]=[CH:16][C:15]2[NH:14][C:13](=[O:18])[C:12]3[NH:19][CH:20]=[CH:21][C:11]=3[C:10]=2[CH:9]=1.[ClH:27].[CH2:22]([C:24]([OH:26])=[O:25])[CH3:23], predict the reactants needed to synthesize it. (5) Given the product [F:1][C:2]1[CH:3]=[C:4]([C:13]2[CH:14]=[CH:15][C:16]([OH:19])=[CH:17][CH:18]=2)[CH:5]=[C:6]2[C:11]=1[CH:10]=[C:9]([OH:12])[CH:8]=[CH:7]2, predict the reactants needed to synthesize it. The reactants are: [F:1][C:2]1[CH:3]=[C:4]([C:13]2[CH:18]=[CH:17][C:16]([O:19]C)=[CH:15][CH:14]=2)[CH:5]=[C:6]2[C:11]=1[CH:10]=[C:9]([OH:12])[CH:8]=[CH:7]2.B(Br)(Br)Br. (6) Given the product [NH2:1][C:2]1[N:6]([C:7]2[CH:8]=[CH:9][C:10]([F:13])=[CH:11][CH:12]=2)[N:5]=[CH:4][C:3]=1[C:14]([NH:16][CH2:17][C:18]([CH2:20][NH:27][CH2:25][CH3:26])([OH:19])[C:21]([F:24])([F:22])[F:23])=[O:15], predict the reactants needed to synthesize it. The reactants are: [NH2:1][C:2]1[N:6]([C:7]2[CH:12]=[CH:11][C:10]([F:13])=[CH:9][CH:8]=2)[N:5]=[CH:4][C:3]=1[C:14]([NH:16][CH2:17][C:18]1([C:21]([F:24])([F:23])[F:22])[CH2:20][O:19]1)=[O:15].[CH2:25]([NH2:27])[CH3:26].